The task is: Predict which catalyst facilitates the given reaction.. This data is from Catalyst prediction with 721,799 reactions and 888 catalyst types from USPTO. (1) Reactant: [O:1]1[C:5]2[CH:6]=[CH:7][C:8]([C:10]3[C:11]([O:36][CH2:37][CH2:38][OH:39])=[N:12][N:13](CC4C=CC=CC=4)[C:14]=3[NH:15][S:16]([C:19]3[CH:24]=[CH:23][C:22]([C:25]([CH3:28])([CH3:27])[CH3:26])=[CH:21][CH:20]=3)(=[O:18])=[O:17])=[CH:9][C:4]=2[O:3][CH2:2]1.[H][H]. Product: [O:1]1[C:5]2[CH:6]=[CH:7][C:8]([C:10]3[C:11]([O:36][CH2:37][CH2:38][OH:39])=[N:12][NH:13][C:14]=3[NH:15][S:16]([C:19]3[CH:24]=[CH:23][C:22]([C:25]([CH3:28])([CH3:26])[CH3:27])=[CH:21][CH:20]=3)(=[O:18])=[O:17])=[CH:9][C:4]=2[O:3][CH2:2]1. The catalyst class is: 15. (2) Product: [CH2:1]([O:8][C:9]1[CH:14]=[CH:13][C:12]([S:15]([N:18]2[C:24](=[O:26])[C@:20]3([CH3:27])[C@H:19]2[CH2:23][CH2:22][CH2:21]3)(=[O:17])=[O:16])=[CH:11][CH:10]=1)[C:2]1[CH:7]=[CH:6][CH:5]=[CH:4][CH:3]=1. The catalyst class is: 66. Reactant: [CH2:1]([O:8][C:9]1[CH:14]=[CH:13][C:12]([S:15]([NH:18][C@@H:19]2[CH2:23][CH2:22][CH2:21][C@:20]2([CH3:27])[C:24]([OH:26])=O)(=[O:17])=[O:16])=[CH:11][CH:10]=1)[C:2]1[CH:7]=[CH:6][CH:5]=[CH:4][CH:3]=1.F[P-](F)(F)(F)(F)F.N1(O[P+](N(C)C)(N(C)C)N(C)C)C2C=CC=CC=2N=N1.C(ON)(C)(C)C. (3) Reactant: [N:1]1([CH2:6][CH2:7][CH2:8][NH2:9])[CH:5]=[CH:4][N:3]=[CH:2]1.[OH:10][C:11]1[CH:18]=[CH:17][C:14]([CH:15]=O)=[CH:13][CH:12]=1.C([O:21][C:22](=O)[C:23](=[O:30])[CH2:24][CH2:25][CH2:26][CH2:27][CH2:28][CH3:29])C. Product: [OH:30][C:23]1[C:22](=[O:21])[N:9]([CH2:8][CH2:7][CH2:6][N:1]2[CH:5]=[CH:4][N:3]=[CH:2]2)[CH:15]([C:14]2[CH:17]=[CH:18][C:11]([OH:10])=[CH:12][CH:13]=2)[C:24]=1[CH2:25][CH2:26][CH2:27][CH2:28][CH3:29]. The catalyst class is: 8. (4) Reactant: [C:9](O[C:9]([O:11][C:12]([CH3:15])([CH3:14])[CH3:13])=[O:10])([O:11][C:12]([CH3:15])([CH3:14])[CH3:13])=[O:10].[NH:16]1[C:24]2[C:19](=[CH:20][CH:21]=[CH:22][CH:23]=2)[CH2:18][CH2:17]1. Product: [N:16]1([C:9]([O:11][C:12]([CH3:13])([CH3:14])[CH3:15])=[O:10])[C:24]2[C:19](=[CH:20][CH:21]=[CH:22][CH:23]=2)[CH2:18][CH2:17]1. The catalyst class is: 7.